This data is from Reaction yield outcomes from USPTO patents with 853,638 reactions. The task is: Predict the reaction yield, written as a fraction of the theoretical maximum amount of product (1.0 means a 100% yield; for example, 0.34 means a 34% yield). The reactants are Cl[C:2]1[N:3]=[CH:4][C:5]([C:8]([NH2:10])=[O:9])=[N:6][CH:7]=1.[O:11]=[CH:12][C:13]1[CH:21]=[CH:20][C:18]([OH:19])=[C:15]([O:16][CH3:17])[CH:14]=1.C([O-])([O-])=O.[K+].[K+]. The catalyst is CN(C=O)C. The product is [CH:12]([C:13]1[CH:21]=[CH:20][C:18]([O:19][C:2]2[N:3]=[CH:4][C:5]([C:8]([NH2:10])=[O:9])=[N:6][CH:7]=2)=[C:15]([O:16][CH3:17])[CH:14]=1)=[O:11]. The yield is 0.964.